This data is from Full USPTO retrosynthesis dataset with 1.9M reactions from patents (1976-2016). The task is: Predict the reactants needed to synthesize the given product. (1) Given the product [OH:9][C:10]1[CH:11]=[C:12]([C:17]2[N:21]([CH2:22][C:23]#[N:24])[N:20]=[CH:19][C:18]=2[C:25]2[CH:30]=[CH:29][N:28]=[C:27]([C:31]3[CH:36]=[CH:35][CH:34]=[C:33]([NH:37][C:38](=[O:40])[CH3:39])[CH:32]=3)[CH:26]=2)[CH:13]=[C:14]([CH3:16])[CH:15]=1, predict the reactants needed to synthesize it. The reactants are: B(F)(F)F.CSC.C[O:9][C:10]1[CH:11]=[C:12]([C:17]2[N:21]([CH2:22][C:23]#[N:24])[N:20]=[CH:19][C:18]=2[C:25]2[CH:30]=[CH:29][N:28]=[C:27]([C:31]3[CH:36]=[CH:35][CH:34]=[C:33]([NH:37][C:38](=[O:40])[CH3:39])[CH:32]=3)[CH:26]=2)[CH:13]=[C:14]([CH3:16])[CH:15]=1. (2) Given the product [Cl:16][C:17]1[CH:18]=[C:19]([C:24]2[S:25][CH:26]=[C:27]([C:30](=[N:2][NH:1][C:3]([N:5]3[CH2:6][CH2:7][N:8]([CH2:11][C:12]([O:14][CH3:15])=[O:13])[CH2:9][CH2:10]3)=[S:4])[CH3:32])[C:28]=2[OH:29])[CH:20]=[CH:21][C:22]=1[Cl:23], predict the reactants needed to synthesize it. The reactants are: [NH:1]([C:3]([N:5]1[CH2:10][CH2:9][N:8]([CH2:11][C:12]([O:14][CH3:15])=[O:13])[CH2:7][CH2:6]1)=[S:4])[NH2:2].[Cl:16][C:17]1[CH:18]=[C:19]([C:24]2[S:25][CH:26]=[C:27]([C:30]([CH3:32])=O)[C:28]=2[OH:29])[CH:20]=[CH:21][C:22]=1[Cl:23].CN(C)C=O.Cl. (3) Given the product [C:1]1([S:7]([CH2:10][C:11]2[C:16]([C:17]([O:19][CH3:20])=[O:18])=[C:15]([O:22][CH3:23])[C:14]([Br:24])=[CH:13][CH:12]=2)(=[O:9])=[O:8])[CH:2]=[CH:3][CH:4]=[CH:5][CH:6]=1, predict the reactants needed to synthesize it. The reactants are: [C:1]1([S:7]([CH2:10][C:11]2[C:16]([C:17]([O:19][CH2:20]C)=[O:18])=[C:15]([O:22][CH3:23])[C:14]([Br:24])=[CH:13][CH:12]=2)(=[O:9])=[O:8])[CH:6]=[CH:5][CH:4]=[CH:3][CH:2]=1.BrC1C(OC)=C(C(CSC2C=CC=CC=2)=CC=1)C(OC)=O.